From a dataset of Full USPTO retrosynthesis dataset with 1.9M reactions from patents (1976-2016). Predict the reactants needed to synthesize the given product. (1) Given the product [CH3:1][S:2]([OH:5])(=[O:4])=[O:3].[C:41]([C:38]1[CH:39]=[CH:40][C:35]([NH:34][C:32]([C:31]2[C:26]([C:24]([NH:23][C:20]3[CH:21]=[CH:22][C:17]([N:16]4[CH2:15][CH2:14][O:13][C:43]4=[NH:44])=[CH:18][CH:19]=3)=[O:25])=[N:27][CH:28]=[CH:29][N:30]=2)=[O:33])=[N:36][CH:37]=1)#[N:42], predict the reactants needed to synthesize it. The reactants are: [CH3:1][S:2]([OH:5])(=[O:4])=[O:3].[Si]([O:13][CH2:14][CH2:15][N:16]([C:43]#[N:44])[C:17]1[CH:22]=[CH:21][C:20]([NH:23][C:24]([C:26]2[C:31]([C:32]([NH:34][C:35]3[CH:40]=[CH:39][C:38]([C:41]#[N:42])=[CH:37][N:36]=3)=[O:33])=[N:30][CH:29]=[CH:28][N:27]=2)=[O:25])=[CH:19][CH:18]=1)(C(C)(C)C)(C)C. (2) Given the product [CH2:1]([O:8][CH2:9][C@H:10]([NH:14][C:15](=[O:16])[O:17][C:18]([CH3:20])([CH3:19])[CH3:21])[CH2:11][OH:12])[C:2]1[CH:3]=[CH:4][CH:5]=[CH:6][CH:7]=1, predict the reactants needed to synthesize it. The reactants are: [CH2:1]([O:8][CH2:9][C@H:10]([NH:14][C:15]([O:17][C:18]([CH3:21])([CH3:20])[CH3:19])=[O:16])[C:11](O)=[O:12])[C:2]1[CH:7]=[CH:6][CH:5]=[CH:4][CH:3]=1.CN1CCOCC1.ClC(OCC(C)C)=O.[BH4-].[Na+]. (3) Given the product [ClH:1].[CH3:26][O:27][C:2]1[N:7]=[C:6]([N:8]2[C:12]3[CH:13]=[CH:14][CH:15]=[CH:16][C:11]=3[N:10]=[C:9]2/[CH:17]=[CH:18]/[C:19]2[CH:24]=[CH:23][CH:22]=[CH:21][CH:20]=2)[CH:5]=[CH:4][CH:3]=1, predict the reactants needed to synthesize it. The reactants are: [Cl:1][C:2]1[N:7]=[C:6]([N:8]2[C:12]3[CH:13]=[CH:14][CH:15]=[CH:16][C:11]=3[N:10]=[C:9]2/[CH:17]=[CH:18]/[C:19]2[CH:24]=[CH:23][CH:22]=[CH:21][CH:20]=2)[CH:5]=[CH:4][CH:3]=1.C[CH2:26][O-:27].[Na+].O. (4) Given the product [CH2:1]([O:4][C:5]1[CH:10]=[C:9]([F:11])[C:8]([F:12])=[C:7]([NH:13][C:14]2[CH:19]=[CH:18][C:17]([I:20])=[CH:16][CH:15]=2)[C:6]=1[NH2:21])[CH:2]=[CH2:3], predict the reactants needed to synthesize it. The reactants are: [CH2:1]([O:4][C:5]1[C:6]([N+:21]([O-])=O)=[C:7]([NH:13][C:14]2[CH:19]=[CH:18][C:17]([I:20])=[CH:16][CH:15]=2)[C:8]([F:12])=[C:9]([F:11])[CH:10]=1)[CH:2]=[CH2:3].[O-]S(S([O-])=O)=O.[Na+].[Na+].